This data is from Peptide-MHC class II binding affinity with 134,281 pairs from IEDB. The task is: Regression. Given a peptide amino acid sequence and an MHC pseudo amino acid sequence, predict their binding affinity value. This is MHC class II binding data. (1) The peptide sequence is HVQDCDESVLTRLEA. The MHC is HLA-DQA10501-DQB10402 with pseudo-sequence HLA-DQA10501-DQB10402. The binding affinity (normalized) is 0. (2) The peptide sequence is AMEVASQARQMVQAM. The MHC is DRB1_0301 with pseudo-sequence DRB1_0301. The binding affinity (normalized) is 0.378.